Dataset: NCI-60 drug combinations with 297,098 pairs across 59 cell lines. Task: Regression. Given two drug SMILES strings and cell line genomic features, predict the synergy score measuring deviation from expected non-interaction effect. (1) Drug 1: CC12CCC(CC1=CCC3C2CCC4(C3CC=C4C5=CN=CC=C5)C)O. Drug 2: C1CC(C1)(C(=O)O)C(=O)O.[NH2-].[NH2-].[Pt+2]. Cell line: NCI-H460. Synergy scores: CSS=51.8, Synergy_ZIP=3.13, Synergy_Bliss=4.36, Synergy_Loewe=-0.291, Synergy_HSA=4.20. (2) Drug 1: CCCS(=O)(=O)NC1=C(C(=C(C=C1)F)C(=O)C2=CNC3=C2C=C(C=N3)C4=CC=C(C=C4)Cl)F. Drug 2: CC(C1=C(C=CC(=C1Cl)F)Cl)OC2=C(N=CC(=C2)C3=CN(N=C3)C4CCNCC4)N. Cell line: DU-145. Synergy scores: CSS=-3.21, Synergy_ZIP=0.959, Synergy_Bliss=0.936, Synergy_Loewe=-4.98, Synergy_HSA=-3.18. (3) Drug 1: C1C(C(OC1N2C=C(C(=O)NC2=O)F)CO)O. Drug 2: C1=NC2=C(N=C(N=C2N1C3C(C(C(O3)CO)O)O)F)N. Cell line: SNB-75. Synergy scores: CSS=22.7, Synergy_ZIP=0.262, Synergy_Bliss=0.285, Synergy_Loewe=-20.7, Synergy_HSA=0.980. (4) Drug 1: C1=NC2=C(N=C(N=C2N1C3C(C(C(O3)CO)O)F)Cl)N. Drug 2: C#CCC(CC1=CN=C2C(=N1)C(=NC(=N2)N)N)C3=CC=C(C=C3)C(=O)NC(CCC(=O)O)C(=O)O. Cell line: SK-MEL-5. Synergy scores: CSS=53.3, Synergy_ZIP=6.49, Synergy_Bliss=4.21, Synergy_Loewe=-30.4, Synergy_HSA=1.80. (5) Drug 2: C(CCl)NC(=O)N(CCCl)N=O. Synergy scores: CSS=10.2, Synergy_ZIP=-5.36, Synergy_Bliss=-3.19, Synergy_Loewe=-3.22, Synergy_HSA=-3.05. Cell line: HCC-2998. Drug 1: C1C(C(OC1N2C=NC3=C2NC=NCC3O)CO)O.